This data is from Kir2.1 potassium channel HTS with 301,493 compounds. The task is: Binary Classification. Given a drug SMILES string, predict its activity (active/inactive) in a high-throughput screening assay against a specified biological target. (1) The molecule is Clc1cc(/N=C(\NC#N)N)ccc1. The result is 0 (inactive). (2) The drug is Fc1cc2c(NC(=O)Nc3c(OC)cccc3)c([nH]c2cc1)C(OCC)=O. The result is 0 (inactive). (3) The compound is O=C(NCN1CCN(CC1)c1ccccc1)c1nccnc1. The result is 0 (inactive). (4) The molecule is S1(=O)(=O)CC(N2C(=O)C(/SC2=S)=C2\c3c(N(C2=O)CC(=O)Nc2ccc(F)cc2)cccc3)CC1. The result is 0 (inactive). (5) The drug is O=C(NCCOC)Cn1nc2CCCCCc2c1. The result is 0 (inactive). (6) The drug is S(C1CC(=O)N(C1=O)c1ccc(C(C)C)cc1)c1oc2c(n1)cccc2. The result is 0 (inactive).